From a dataset of Peptide-MHC class II binding affinity with 134,281 pairs from IEDB. Regression. Given a peptide amino acid sequence and an MHC pseudo amino acid sequence, predict their binding affinity value. This is MHC class II binding data. (1) The peptide sequence is DVPYLTKRQDKLCGS. The MHC is HLA-DQA10201-DQB10301 with pseudo-sequence HLA-DQA10201-DQB10301. The binding affinity (normalized) is 0. (2) The MHC is DRB1_1101 with pseudo-sequence DRB1_1101. The peptide sequence is IGITDRDFIEGVHGG. The binding affinity (normalized) is 0.280.